Dataset: HIV replication inhibition screening data with 41,000+ compounds from the AIDS Antiviral Screen. Task: Binary Classification. Given a drug SMILES string, predict its activity (active/inactive) in a high-throughput screening assay against a specified biological target. (1) The molecule is COC(=O)c1cc(=O)n(Cc2ccco2)c(=Nc2ccccc2)s1. The result is 0 (inactive). (2) The compound is O=S1(=O)c2ccccc2N=C(c2ccccc2Cl)CC1c1ccc(F)cc1. The result is 0 (inactive). (3) The compound is Cc1cc(C(=O)N2CCN(Cc3ccccc3)CC2)c(C)o1.Cl. The result is 0 (inactive). (4) The molecule is Cc1c2ccnc(O)c2cc2c(=O)c3cnccc3[nH]c12. The result is 0 (inactive).